Dataset: Reaction yield outcomes from USPTO patents with 853,638 reactions. Task: Predict the reaction yield, written as a fraction of the theoretical maximum amount of product (1.0 means a 100% yield; for example, 0.34 means a 34% yield). (1) The reactants are S(O)(O)(=O)=O.[CH3:6][S:7][C:8](=[NH:10])[NH2:9].Cl[C:12]([O:14][CH2:15][CH3:16])=[O:13].[OH-:17].[Na+]. The catalyst is O. The product is [C:12]([NH:10][C:8](=[N:9][C:12]([O:14][CH2:15][CH3:16])=[O:17])[S:7][CH3:6])([O:14][CH2:15][CH3:16])=[O:13]. The yield is 0.880. (2) The reactants are Cl.[NH2:2][CH2:3][C:4]1[CH:12]=[CH:11][CH:10]=[C:9]2[C:5]=1[CH2:6][N:7]([CH:14]1[CH2:19][CH2:18][C:17](=[O:20])[NH:16][C:15]1=[O:21])[C:8]2=[O:13].C(N(CC)CC)C.[CH3:29][O:30][C:31]1[CH:32]=[C:33]([N:37]=[C:38]=[O:39])[CH:34]=[CH:35][CH:36]=1. The catalyst is C1COCC1. The product is [O:21]=[C:15]1[CH:14]([N:7]2[CH2:6][C:5]3[C:9](=[CH:10][CH:11]=[CH:12][C:4]=3[CH2:3][NH:2][C:38]([NH:37][C:33]3[CH:34]=[CH:35][CH:36]=[C:31]([O:30][CH3:29])[CH:32]=3)=[O:39])[C:8]2=[O:13])[CH2:19][CH2:18][C:17](=[O:20])[NH:16]1. The yield is 0.950. (3) The reactants are [F:1][C:2]1[CH:9]=[CH:8][C:7]([CH:10]=[O:11])=[CH:6][C:3]=1[C:4]#[N:5].[CH2:12]([C:14]([CH2:19][CH3:20])([CH2:17]O)[CH2:15][OH:16])[CH3:13].O.C1(C)C=CC(S(O)(=O)=O)=CC=1. The catalyst is C1(C)C=CC=CC=1. The product is [CH2:12]([C:14]1([CH2:19][CH3:20])[CH2:15][O:16][CH:10]([C:7]2[CH:8]=[CH:9][C:2]([F:1])=[C:3]([C:4]#[N:5])[CH:6]=2)[O:11][CH2:17]1)[CH3:13]. The yield is 0.910. (4) The reactants are [CH3:1][C:2]1[N:3]=[C:4]([CH:7]([CH2:14][C:15]2[CH:20]=[CH:19][C:18]([O:21]CC3C=CC=CC=3)=[CH:17][CH:16]=2)[CH2:8][C:9]([O:11][CH2:12][CH3:13])=[O:10])[S:5][CH:6]=1.B(F)(F)F.CCOCC. The catalyst is CCS. The product is [CH3:1][C:2]1[N:3]=[C:4]([CH:7]([CH2:14][C:15]2[CH:20]=[CH:19][C:18]([OH:21])=[CH:17][CH:16]=2)[CH2:8][C:9]([O:11][CH2:12][CH3:13])=[O:10])[S:5][CH:6]=1. The yield is 0.800. (5) The product is [NH2:23][C:10]1[N:11]=[C:12]([NH:13][C:14]2[CH:15]=[C:16]3[C:20](=[CH:21][CH:22]=2)[NH:19][N:18]=[CH:17]3)[C:7]2[CH:6]=[C:5]([C:3]([NH2:25])=[O:2])[S:24][C:8]=2[N:9]=1. The yield is 0.310. No catalyst specified. The reactants are C[O:2][C:3]([C:5]1[S:24][C:8]2[N:9]=[C:10]([NH2:23])[N:11]=[C:12]([NH:13][C:14]3[CH:15]=[C:16]4[C:20](=[CH:21][CH:22]=3)[NH:19][N:18]=[CH:17]4)[C:7]=2[CH:6]=1)=O.[NH3:25]. (6) The reactants are [CH:1]1([C:4]2[N:5]=[C:6]3[C:12]([C:13](O)=[O:14])=[CH:11][N:10]([CH2:16][O:17][CH2:18][CH2:19][Si:20]([CH3:23])([CH3:22])[CH3:21])[C:7]3=[N:8][CH:9]=2)[CH2:3][CH2:2]1.C(Cl)CCl.[CH:28]([NH2:31])([CH3:30])[CH3:29]. The catalyst is C(Cl)Cl.CN(C)C1C=CN=CC=1.O. The product is [CH:28]([NH:31][C:13]([C:12]1[C:6]2[C:7](=[N:8][CH:9]=[C:4]([CH:1]3[CH2:3][CH2:2]3)[N:5]=2)[N:10]([CH2:16][O:17][CH2:18][CH2:19][Si:20]([CH3:23])([CH3:21])[CH3:22])[CH:11]=1)=[O:14])([CH3:30])[CH3:29]. The yield is 0.810. (7) The reactants are [C:1]([CH:9]([C:13]1[CH:18]=[CH:17][CH:16]=[CH:15][CH:14]=1)[CH2:10][CH:11]=O)(=[O:8])[C:2]1[CH:7]=[CH:6][CH:5]=[CH:4][CH:3]=1.[CH3:19][O:20][C:21]1[CH:26]=[CH:25][CH:24]=[CH:23][C:22]=1[N:27]1[CH2:32][CH2:31][NH:30][CH2:29][CH2:28]1.[Na].[BH-](OC(C)=O)(OC(C)=O)OC(C)=O.[Na+]. The catalyst is C(Cl)Cl. The product is [CH3:19][O:20][C:21]1[CH:26]=[CH:25][CH:24]=[CH:23][C:22]=1[N:27]1[CH2:32][CH2:31][N:30]([CH2:11][CH2:10][CH:9]([C:1](=[O:8])[C:2]2[CH:7]=[CH:6][CH:5]=[CH:4][CH:3]=2)[C:13]2[CH:18]=[CH:17][CH:16]=[CH:15][CH:14]=2)[CH2:29][CH2:28]1. The yield is 0.950. (8) No catalyst specified. The reactants are CO[C:3](=[O:24])[C:4]1[CH:9]=[CH:8][C:7]([O:10][CH2:11][C:12]2[C:13]([C:18]3[CH:23]=[CH:22][CH:21]=[CH:20][N:19]=3)=[N:14][O:15][C:16]=2[CH3:17])=[N:6][CH:5]=1.[CH:25]1([NH2:28])[CH2:27][CH2:26]1. The yield is 0.820. The product is [CH:25]1([NH:28][C:3](=[O:24])[C:4]2[CH:9]=[CH:8][C:7]([O:10][CH2:11][C:12]3[C:13]([C:18]4[CH:23]=[CH:22][CH:21]=[CH:20][N:19]=4)=[N:14][O:15][C:16]=3[CH3:17])=[N:6][CH:5]=2)[CH2:27][CH2:26]1. (9) The reactants are [C:1](=[N:9][OH:10])([C:3]1[CH:8]=[CH:7][CH:6]=[CH:5][CH:4]=1)[CH3:2].C([Li])CCC.CON(C)[C:19]([CH:21]1[CH2:26][CH2:25][N:24]([C:27]([O:29][C:30]([CH3:33])([CH3:32])[CH3:31])=[O:28])[CH2:23][CH2:22]1)=[O:20]. The catalyst is O1CCCC1. The product is [OH:20][C:19]1([CH:21]2[CH2:26][CH2:25][N:24]([C:27]([O:29][C:30]([CH3:33])([CH3:32])[CH3:31])=[O:28])[CH2:23][CH2:22]2)[O:10][N:9]=[C:1]([C:3]2[CH:8]=[CH:7][CH:6]=[CH:5][CH:4]=2)[CH2:2]1. The yield is 0.710.